Dataset: Forward reaction prediction with 1.9M reactions from USPTO patents (1976-2016). Task: Predict the product of the given reaction. (1) The product is: [CH3:1][O:2][C:3](=[O:12])[C:4]1[CH:9]=[CH:8][C:7]([N:10]([C:18]([O:17][C:14]([CH3:16])([CH3:15])[CH3:13])=[O:19])[C:18]([O:17][C:14]([CH3:16])([CH3:15])[CH3:13])=[O:19])=[CH:6][C:5]=1[Cl:11]. Given the reactants [CH3:1][O:2][C:3](=[O:12])[C:4]1[CH:9]=[CH:8][C:7]([NH2:10])=[CH:6][C:5]=1[Cl:11].[CH3:13][C:14]([O:17][C:18](O[C:18]([O:17][C:14]([CH3:16])([CH3:15])[CH3:13])=[O:19])=[O:19])([CH3:16])[CH3:15], predict the reaction product. (2) Given the reactants FC(F)(F)C(O)=O.[CH:8]([C:10]1[CH:11]=[C:12]2[C:17](=[CH:18][CH:19]=1)[CH:16]=[C:15]([S:20]([CH2:23][CH2:24][C:25]([O:27]C(C)(C)C)=[O:26])(=[O:22])=[O:21])[CH:14]=[CH:13]2)=[CH2:9], predict the reaction product. The product is: [CH:8]([C:10]1[CH:11]=[C:12]2[C:17](=[CH:18][CH:19]=1)[CH:16]=[C:15]([S:20]([CH2:23][CH2:24][C:25]([OH:27])=[O:26])(=[O:21])=[O:22])[CH:14]=[CH:13]2)=[CH2:9]. (3) Given the reactants [PH2:1]([O:3][C:4]1[CH:9]=[CH:8][C:7](/[C:10](/[CH3:26])=[CH:11]/[C:12]([O:14][C:15]2[C:20]([Cl:21])=[C:19]([Cl:22])[C:18]([Cl:23])=[C:17]([Cl:24])[C:16]=2[Cl:25])=[O:13])=[CH:6][CH:5]=1)=[O:2].[OH-:27].[Na+].[C:29]([O:35][CH2:36]I)(=[O:34])[C:30]([CH3:33])([CH3:32])[CH3:31].[OH2:38], predict the reaction product. The product is: [CH3:31][C:30]([CH3:33])([CH3:32])[C:29](=[O:34])[O:35][CH2:36][O:2][P:1]([O:38][CH2:36][O:35][C:29](=[O:34])[C:30]([CH3:33])([CH3:32])[CH3:31])([O:3][C:4]1[CH:5]=[CH:6][C:7](/[C:10](/[CH3:26])=[CH:11]/[C:12]([O:14][C:15]2[C:16]([Cl:25])=[C:17]([Cl:24])[C:18]([Cl:23])=[C:19]([Cl:22])[C:20]=2[Cl:21])=[O:13])=[CH:8][CH:9]=1)=[O:27]. (4) Given the reactants [BH4-].[Na+].C[O:4][C:5](=[O:30])[CH2:6][C:7]1[CH:12]=[C:11]([Br:13])[C:10]([O:14][C:15]2[CH:20]=[C:19]([CH:21]([CH3:23])[CH3:22])[C:18]([O:24][CH3:25])=[CH:17][C:16]=2[C:26](=[O:28])[CH3:27])=[C:9]([Br:29])[CH:8]=1.[Li+].[OH-].Cl, predict the reaction product. The product is: [Br:13][C:11]1[CH:12]=[C:7]([CH2:6][C:5]([OH:30])=[O:4])[CH:8]=[C:9]([Br:29])[C:10]=1[O:14][C:15]1[CH:20]=[C:19]([CH:21]([CH3:22])[CH3:23])[C:18]([O:24][CH3:25])=[CH:17][C:16]=1[CH:26]([OH:28])[CH3:27]. (5) The product is: [C:29]([OH:36])(=[O:35])/[CH:30]=[CH:31]\[C:32]([OH:34])=[O:33].[F:1][C:2]1[CH:7]=[CH:6][CH:5]=[CH:4][C:3]=1[C:8]1[CH:17]=[C:16]([C:18]2[N:27]=[CH:26][CH:25]=[C:24]3[C:19]=2[CH:20]=[CH:21][N:22]=[C:23]3[NH2:28])[C:15]2[C:10](=[N:11][CH:12]=[CH:13][CH:14]=2)[N:9]=1. Given the reactants [F:1][C:2]1[CH:7]=[CH:6][CH:5]=[CH:4][C:3]=1[C:8]1[CH:17]=[C:16]([C:18]2[N:27]=[CH:26][CH:25]=[C:24]3[C:19]=2[CH:20]=[CH:21][N:22]=[C:23]3[NH2:28])[C:15]2[C:10](=[N:11][CH:12]=[CH:13][CH:14]=2)[N:9]=1.[C:29]([OH:36])(=[O:35])/[CH:30]=[CH:31]\[C:32]([OH:34])=[O:33], predict the reaction product. (6) Given the reactants S1C=CN=C1.[N:6]1[C:14]2[C:9](=[N:10][CH:11]=[CH:12][CH:13]=2)[N:8]([CH2:15][C:16]2[CH:28]=[CH:27][C:19]3[N:20]=[C:21](S(C)(=O)=O)[S:22][C:18]=3[CH:17]=2)[CH:7]=1.[NH2:29][CH2:30][C:31]1(CO)[CH2:36][CH2:35][CH2:34][CH2:33][CH2:32]1.CCN(C(C)C)C(C)C.CC(N(C)C)=[O:50], predict the reaction product. The product is: [N:6]1[C:14]2[C:9](=[N:10][CH:11]=[CH:12][CH:13]=2)[N:8]([CH2:15][C:16]2[CH:28]=[CH:27][C:19]3[N:20]=[C:21]([NH:29][CH2:30][C:31]4([OH:50])[CH2:36][CH2:35][CH2:34][CH2:33][CH2:32]4)[S:22][C:18]=3[CH:17]=2)[CH:7]=1.